Predict the reaction yield, written as a fraction of the theoretical maximum amount of product (1.0 means a 100% yield; for example, 0.34 means a 34% yield). From a dataset of Reaction yield outcomes from USPTO patents with 853,638 reactions. (1) The reactants are N1C=CC=CC=1.CO[C:9]1[C:14]([CH3:15])=[CH:13][C:12]([S:16]([Cl:19])(=[O:18])=[O:17])=[CH:11][CH:10]=1.[NH2:20][C:21]1[CH:22]=[C:23]([CH2:30][N:31]2[CH2:36][CH2:35][N:34](C(OC(C)(C)C)=O)[CH2:33][CH:32]2[CH3:44])[C:24]2[O:28][CH:27]=[CH:26][C:25]=2[CH:29]=1.[ClH:45].C[CH2:47][O:48]CC. The catalyst is C(Cl)Cl.C1COCC1.CO. The product is [ClH:19].[ClH:45].[CH3:47][O:48][C:11]1[CH:10]=[CH:9][C:14]([CH3:15])=[CH:13][C:12]=1[S:16]([NH:20][C:21]1[CH:22]=[C:23]([CH2:30][N:31]2[CH2:36][CH2:35][NH:34][CH2:33][CH:32]2[CH3:44])[C:24]2[O:28][CH:27]=[CH:26][C:25]=2[CH:29]=1)(=[O:17])=[O:18]. The yield is 0.380. (2) The reactants are [CH:1]1([NH:7][C:8]([NH2:10])=[O:9])[CH2:6][CH2:5][CH2:4][CH2:3][CH2:2]1.C[O:12][C:13]([CH:15]1[CH2:20][CH2:19][N:18]([CH2:21][CH2:22][C:23]2[C:31]3[C:26](=[CH:27][CH:28]=[CH:29][CH:30]=3)[NH:25][C:24]=2[C:32]2[CH:37]=[CH:36][CH:35]=[CH:34][CH:33]=2)[CH2:17][CH2:16]1)=O.C[O-].[Na+]. The catalyst is CC(N(C)C)=O. The product is [CH:1]1([NH:7][C:8]([NH:10][C:13]([CH:15]2[CH2:16][CH2:17][N:18]([CH2:21][CH2:22][C:23]3[C:31]4[C:26](=[CH:27][CH:28]=[CH:29][CH:30]=4)[NH:25][C:24]=3[C:32]3[CH:37]=[CH:36][CH:35]=[CH:34][CH:33]=3)[CH2:19][CH2:20]2)=[O:12])=[O:9])[CH2:6][CH2:5][CH2:4][CH2:3][CH2:2]1. The yield is 0.0300. (3) The reactants are [NH2:1][C:2]1[CH:10]=[CH:9][C:5]2[N:6]=[CH:7][S:8][C:4]=2[CH:3]=1.Cl[O:12][C:13]([CH3:16])(C)C.CC[C:19](OCC)=[S:20].C(N(CC)CC)C. The catalyst is ClCCl.C1COCC1. The product is [CH3:19][S:20][CH:16]1[C:3]2[C:2](=[CH:10][CH:9]=[C:5]3[C:4]=2[S:8][CH:7]=[N:6]3)[NH:1][C:13]1=[O:12]. The yield is 0.790.